This data is from Forward reaction prediction with 1.9M reactions from USPTO patents (1976-2016). The task is: Predict the product of the given reaction. (1) Given the reactants [CH3:1][CH:2]([S:4]([N:7]1[C:15]2[C:10](=[CH:11][C:12]([S:16](CCC(OC)=O)(=[O:18])=[O:17])=[CH:13][CH:14]=2)[CH:9]=[N:8]1)(=[O:6])=[O:5])[CH3:3].C[O-].[Na+].C1C(=O)N([Cl:35])C(=O)C1, predict the reaction product. The product is: [CH3:1][CH:2]([S:4]([N:7]1[C:15]2[C:10](=[CH:11][C:12]([S:16]([Cl:35])(=[O:18])=[O:17])=[CH:13][CH:14]=2)[CH:9]=[N:8]1)(=[O:6])=[O:5])[CH3:3]. (2) Given the reactants F[C:2]1[CH:7]=[CH:6][C:5]([N+:8]([O-:10])=[O:9])=[CH:4][CH:3]=1.[CH:11]1([C:17]2[CH:22]=[CH:21][C:20]([OH:23])=[CH:19][CH:18]=2)[CH2:16][CH2:15][CH2:14][CH2:13][CH2:12]1.C([O-])([O-])=O.[K+].[K+], predict the reaction product. The product is: [CH:11]1([C:17]2[CH:18]=[CH:19][C:20]([O:23][C:2]3[CH:7]=[CH:6][C:5]([N+:8]([O-:10])=[O:9])=[CH:4][CH:3]=3)=[CH:21][CH:22]=2)[CH2:12][CH2:13][CH2:14][CH2:15][CH2:16]1. (3) Given the reactants O[CH:2]1[C:11]2[C:6](=[CH:7][C:8]([C:12]#[N:13])=[CH:9][CH:10]=2)[CH2:5][S:4][CH2:3]1.[NH:14]1[CH:18]=[C:17]([C:19]([O:21][CH3:22])=[O:20])[N:16]=[CH:15]1.C1(P(C2C=CC=CC=2)C2C=CC=CC=2)C=CC=CC=1.N(C(OC(C)C)=O)=NC(OC(C)C)=O, predict the reaction product. The product is: [CH3:22][O:21][C:19]([C:17]1[N:16]([CH:2]2[C:11]3[C:6](=[CH:7][C:8]([C:12]#[N:13])=[CH:9][CH:10]=3)[CH2:5][S:4][CH2:3]2)[CH:15]=[N:14][CH:18]=1)=[O:20]. (4) Given the reactants CC(C)=O.C(=O)([O-])[O-].[K+].[K+].[CH2:11](I)[C:12]1[CH:17]=[CH:16][CH:15]=[CH:14][CH:13]=1.[CH2:19]([N:23]([C:33]1[CH:38]=[CH:37][C:36]([C:39]([OH:48])([C:44]([F:47])([F:46])[F:45])[C:40]([F:43])([F:42])[F:41])=[C:35]([O:49][CH3:50])[C:34]=1[O:51][CH3:52])[C:24](=[O:32])[C:25]1[CH:30]=[CH:29][CH:28]=[CH:27][C:26]=1[I:31])[CH2:20][CH2:21][CH3:22], predict the reaction product. The product is: [CH2:19]([N:23]([C:33]1[CH:38]=[CH:37][C:36]([C:39]([O:48][CH2:11][C:12]2[CH:17]=[CH:16][CH:15]=[CH:14][CH:13]=2)([C:44]([F:46])([F:47])[F:45])[C:40]([F:41])([F:42])[F:43])=[C:35]([O:49][CH3:50])[C:34]=1[O:51][CH3:52])[C:24](=[O:32])[C:25]1[CH:30]=[CH:29][CH:28]=[CH:27][C:26]=1[I:31])[CH2:20][CH2:21][CH3:22]. (5) The product is: [OH:32][C@H:27]1[CH2:28][CH2:29][CH2:30][CH2:31][C@H:26]1[CH2:25][N:17]1[C:18](=[O:19])[C:13]2[C:14](=[CH:20][CH:21]=[CH:22][CH:12]=2)[C:15]1=[O:16]. Given the reactants C(=O)([O-])[O-].[K+].[K+].C(OC([C:12]1[CH:22]=[CH:21][CH:20]=[C:14]2[C:15]([NH:17][C:18](=[O:19])[C:13]=12)=[O:16])=O)C.Cl.N[CH2:25][CH:26]1[CH2:31][CH2:30][CH2:29][CH2:28][CH:27]1[OH:32], predict the reaction product. (6) Given the reactants [C:1]([O:5][C:6](=[O:24])[NH:7][C:8]1[CH:13]=[C:12]([N:14]([CH2:17][CH3:18])[CH2:15][CH3:16])[C:11]([C:19]#[N:20])=[CH:10][C:9]=1[N+:21]([O-])=O)([CH3:4])([CH3:3])[CH3:2].O.O.Cl[Sn]Cl, predict the reaction product. The product is: [C:1]([O:5][C:6](=[O:24])[NH:7][C:8]1[CH:13]=[C:12]([N:14]([CH2:17][CH3:18])[CH2:15][CH3:16])[C:11]([C:19]#[N:20])=[CH:10][C:9]=1[NH2:21])([CH3:3])([CH3:4])[CH3:2]. (7) Given the reactants [NH2:1][C:2]1[CH:7]=[CH:6][CH:5]=[CH:4][C:3]=1[NH:8][C:9]([C:11]1[N:12]=[CH:13][N:14]2[C:19](=[O:20])[N:18]([CH3:21])[N:17]=[N:16][C:15]=12)=O, predict the reaction product. The product is: [NH:8]1[C:3]2[CH:4]=[CH:5][CH:6]=[CH:7][C:2]=2[N:1]=[C:9]1[C:11]1[N:12]=[CH:13][N:14]2[C:19](=[O:20])[N:18]([CH3:21])[N:17]=[N:16][C:15]=12. (8) Given the reactants [CH2:1]([OH:8])[C:2]1[CH:7]=[CH:6][CH:5]=[CH:4][CH:3]=1.[H-].[Na+].F[C:12]1[CH:13]=[C:14]([CH:32]=[CH:33][C:34]=1[N+:35]([O-:37])=[O:36])[O:15][C:16]1[C:25](=[O:26])[C:24]2[C:19](=[CH:20][C:21]([OH:27])=[CH:22][CH:23]=2)[O:18][C:17]=1[C:28]([F:31])([F:30])[F:29].[NH4+].[Cl-], predict the reaction product. The product is: [CH2:1]([O:8][C:33]1[CH:32]=[C:14]([CH:13]=[CH:12][C:34]=1[N+:35]([O-:37])=[O:36])[O:15][C:16]1[C:25](=[O:26])[C:24]2[C:19](=[CH:20][C:21]([OH:27])=[CH:22][CH:23]=2)[O:18][C:17]=1[C:28]([F:31])([F:29])[F:30])[C:2]1[CH:7]=[CH:6][CH:5]=[CH:4][CH:3]=1.